From a dataset of Forward reaction prediction with 1.9M reactions from USPTO patents (1976-2016). Predict the product of the given reaction. (1) The product is: [CH3:1][O:2][C:3](=[O:37])[CH2:4][CH2:5][C@H:6]([C@@H:8]1[C@:25]2([CH3:26])[C@H:11]([C:12]3[C@H:22]([CH2:23][CH2:24]2)[C@:20]2([CH3:21])[C:15]([C:16]([CH3:36])([CH3:35])[C@@H:17]([OH:27])[CH2:18][CH2:19]2)=[CH:14][CH:13]=3)[CH2:10][CH2:9]1)[CH3:7]. Given the reactants [CH3:1][O:2][C:3](=[O:37])[CH2:4][CH2:5][C@H:6]([C@@H:8]1[C@:25]2([CH3:26])[C@H:11]([C:12]3[C@H:22]([CH2:23][CH2:24]2)[C@:20]2([CH3:21])[C:15]([C:16]([CH3:36])([CH3:35])[C@@H:17]([O:27][Si](C(C)(C)C)(C)C)[CH2:18][CH2:19]2)=[CH:14][CH:13]=3)[CH2:10][CH2:9]1)[CH3:7].O.[F-].C([N+](CCCC)(CCCC)CCCC)CCC, predict the reaction product. (2) Given the reactants [C:1]([CH2:3][C:4]1[CH:5]=[C:6]([CH:12]=[CH:13][CH:14]=1)[C:7]([O:9]CC)=[O:8])#[N:2].Cl.[H][H].[OH-:18].[Na+].[CH3:20][OH:21], predict the reaction product. The product is: [C:4]([O:18][C:20]([NH:2][CH2:1][CH2:3][C:4]1[CH:5]=[C:6]([CH:12]=[CH:13][CH:14]=1)[C:7]([OH:9])=[O:8])=[O:21])([CH3:5])([CH3:14])[CH3:3]. (3) Given the reactants Cl[C:2]1[N:7]=[C:6]([NH:8][C:9]2[C:14]([F:15])=[CH:13][CH:12]=[CH:11][C:10]=2[N:16]([CH3:21])[CH2:17][CH2:18][C:19]#[N:20])[C:5]([Cl:22])=[CH:4][N:3]=1.[NH2:23][C:24]1[CH:25]=[CH:26][C:27]2[C:33]([CH3:35])([CH3:34])[CH2:32][CH2:31][C:30](=[O:36])[N:29]([CH2:37][CH3:38])[C:28]=2[CH:39]=1, predict the reaction product. The product is: [Cl:22][C:5]1[C:6]([NH:8][C:9]2[C:14]([F:15])=[CH:13][CH:12]=[CH:11][C:10]=2[N:16]([CH3:21])[CH2:17][CH2:18][C:19]#[N:20])=[N:7][C:2]([NH:23][C:24]2[CH:25]=[CH:26][C:27]3[C:33]([CH3:34])([CH3:35])[CH2:32][CH2:31][C:30](=[O:36])[N:29]([CH2:37][CH3:38])[C:28]=3[CH:39]=2)=[N:3][CH:4]=1. (4) The product is: [CH2:15]([NH:17][C:10](=[O:12])[CH2:9][NH:8][C:7]([C:3]1[CH:2]=[N:1][CH:6]=[CH:5][CH:4]=1)=[S:14])[CH3:16]. Given the reactants [N:1]1[CH:6]=[CH:5][CH:4]=[C:3]([C:7](=[S:14])[NH:8][CH2:9][C:10]([O:12]C)=O)[CH:2]=1.[CH2:15]([NH2:17])[CH3:16], predict the reaction product. (5) Given the reactants [CH2:1]([O:3][C:4](=[O:22])[CH2:5][CH:6]1[CH2:11][CH2:10][N:9]([C:12]([O:14][CH2:15][C:16]2[CH:21]=[CH:20][CH:19]=[CH:18][CH:17]=2)=[O:13])[CH2:8][CH2:7]1)[CH3:2].[Br:23][C:24]([CH2:26]Br)=[CH2:25], predict the reaction product. The product is: [Br:23][C:24](=[CH2:25])[CH2:26][CH:5]([CH:6]1[CH2:11][CH2:10][N:9]([C:12]([O:14][CH2:15][C:16]2[CH:17]=[CH:18][CH:19]=[CH:20][CH:21]=2)=[O:13])[CH2:8][CH2:7]1)[C:4]([O:3][CH2:1][CH3:2])=[O:22]. (6) Given the reactants N1C=CC=CC=1C1C=CC=CN=1.[BH4-].[Na+].[N:15]([C:18]1[CH:19]=[N:20][CH:21]=[C:22]([Cl:29])[C:23]=1[CH:24]([O:27][CH3:28])[O:25][CH3:26])=[N+]=[N-].[OH-].[Na+], predict the reaction product. The product is: [Cl:29][C:22]1[C:23]([CH:24]([O:27][CH3:28])[O:25][CH3:26])=[C:18]([NH2:15])[CH:19]=[N:20][CH:21]=1. (7) Given the reactants [CH3:1][C:2]1[N:3]([C:8]2[CH:12]=[C:11]([CH:13]=[O:14])[N:10]([CH3:15])[N:9]=2)[C:4]([CH3:7])=[CH:5][CH:6]=1.[BH4-].[Na+].O, predict the reaction product. The product is: [CH3:1][C:2]1[N:3]([C:8]2[CH:12]=[C:11]([CH2:13][OH:14])[N:10]([CH3:15])[N:9]=2)[C:4]([CH3:7])=[CH:5][CH:6]=1.